The task is: Predict the product of the given reaction.. This data is from Forward reaction prediction with 1.9M reactions from USPTO patents (1976-2016). (1) Given the reactants Br[C:2]1[CH:3]=[N:4][CH:5]=[CH:6][CH:7]=1.[C:16]1([CH3:21])[CH:17]=[CH:18][CH:19]=[CH:20][C:15]=1P([C:15]1[CH:20]=[CH:19][CH:18]=[CH:17][C:16]=1[CH3:21])[C:15]1[CH:20]=[CH:19][CH:18]=[CH:17][C:16]=1[CH3:21].C([O-])([O-])=O.[K+].[K+].[CH3:36][O:37][CH2:38][CH2:39][O:40][CH3:41], predict the reaction product. The product is: [CH2:36]([O:37][C:38]1[CH:20]=[C:15]([C:2]2[CH:3]=[N:4][CH:5]=[CH:6][CH:7]=2)[CH:16]=[CH:17][C:39]=1[O:40][CH2:41][CH2:17][CH2:18][CH2:19][CH2:20][CH2:15][CH2:16][CH3:21])[CH2:17][CH2:18][CH2:19][CH2:20][CH2:15][CH2:16][CH3:21]. (2) Given the reactants Cl[C:2]1[N:7]=[CH:6][N:5]=[C:4]([O:8][C:9]2[CH:14]=[CH:13][CH:12]=[CH:11][C:10]=2/[C:15](=[CH:20]\[O:21][CH3:22])/[C:16]([O:18][CH3:19])=[O:17])[CH:3]=1.[CH3:23][S-:24].[Na+].O.CCOCC, predict the reaction product. The product is: [CH3:23][S:24][C:2]1[N:7]=[CH:6][N:5]=[C:4]([O:8][C:9]2[CH:14]=[CH:13][CH:12]=[CH:11][C:10]=2/[C:15](=[CH:20]\[O:21][CH3:22])/[C:16]([O:18][CH3:19])=[O:17])[CH:3]=1. (3) Given the reactants [BH-](OC(C)=O)(OC(C)=O)OC(C)=O.[Na+].[Cl:15][C:16]1[CH:17]=[C:18]2[C:23](=[CH:24][CH:25]=1)[C:22](=[O:26])[N:21]([C:27]1[CH:28]=[C:29]([CH:33]=O)[CH:30]=[N:31][CH:32]=1)[CH2:20][CH2:19]2.[NH2:35][C:36]1[CH:41]=[CH:40][CH:39]=[CH:38][CH:37]=1, predict the reaction product. The product is: [Cl:15][C:16]1[CH:17]=[C:18]2[C:23](=[CH:24][CH:25]=1)[C:22](=[O:26])[N:21]([C:27]1[CH:32]=[N:31][CH:30]=[C:29]([CH2:33][NH:35][C:36]3[CH:41]=[CH:40][CH:39]=[CH:38][CH:37]=3)[CH:28]=1)[CH2:20][CH2:19]2. (4) Given the reactants [CH3:1][N:2]([CH2:4][C:5]1[CH:6]=[C:7]([C:11]2[N:19]3[C:14]([CH:15]=[CH:16][CH:17]=[CH:18]3)=[CH:13][C:12]=2[CH:20]([N:22]2[C:26]3=[N:27][CH:28]=[N:29][C:30]([NH2:31])=[C:25]3[C:24](I)=[N:23]2)[CH3:21])[CH:8]=[CH:9][CH:10]=1)[CH3:3].[F:33][C:34]1[CH:35]=[C:36](B(O)O)[CH:37]=[C:38]([OH:40])[CH:39]=1.CCO.C([O-])([O-])=O.[Na+].[Na+], predict the reaction product. The product is: [NH2:31][C:30]1[N:29]=[CH:28][N:27]=[C:26]2[N:22]([CH:20]([C:12]3[CH:13]=[C:14]4[N:19]([C:11]=3[C:7]3[CH:8]=[CH:9][CH:10]=[C:5]([CH2:4][N:2]([CH3:3])[CH3:1])[CH:6]=3)[CH:18]=[CH:17][CH:16]=[CH:15]4)[CH3:21])[N:23]=[C:24]([C:36]3[CH:37]=[C:38]([OH:40])[CH:39]=[C:34]([F:33])[CH:35]=3)[C:25]=12. (5) The product is: [CH3:27][C:28]1[C:32]([NH:22][C:10](=[O:9])[O:40][C:36]([CH3:39])([CH3:38])[CH3:37])=[CH:31][O:30][N:29]=1. Given the reactants P(N=[N+]=[N-])(=O)([O:9][C:10]1C=CC=CC=1)OC1C=CC=CC=1.C([N:22](CC)CC)C.[CH3:27][C:28]1[C:32](C(O)=O)=[CH:31][O:30][N:29]=1.[C:36]([OH:40])([CH3:39])([CH3:38])[CH3:37], predict the reaction product. (6) Given the reactants [Br:1][C:2]1[CH:7]=[CH:6][C:5]([C:8]2[CH:12]=[C:11]([CH2:13]Cl)[O:10][N:9]=2)=[C:4]([C:15]([F:18])([F:17])[F:16])[CH:3]=1.[F:19][C:20]1[C:25]([F:26])=[CH:24][CH:23]=[CH:22][C:21]=1[C:27]1[N:35]=[C:30]2[CH:31]=[N:32][NH:33][CH:34]=[C:29]2[N:28]=1.C([O-])([O-])=O.[K+].[K+], predict the reaction product. The product is: [Br:1][C:2]1[CH:7]=[CH:6][C:5]([C:8]2[CH:12]=[C:11]([CH2:13][N:32]3[CH:31]=[C:30]4[N:35]=[C:27]([C:21]5[CH:22]=[CH:23][CH:24]=[C:25]([F:26])[C:20]=5[F:19])[N:28]=[C:29]4[CH:34]=[N:33]3)[O:10][N:9]=2)=[C:4]([C:15]([F:18])([F:17])[F:16])[CH:3]=1.